The task is: Predict which catalyst facilitates the given reaction.. This data is from Catalyst prediction with 721,799 reactions and 888 catalyst types from USPTO. (1) Reactant: [N+:1]([C:4]1[CH:15]=[CH:14][C:7]([CH2:8][N:9]2[CH2:13][CH2:12][S:11][CH2:10]2)=[CH:6][CH:5]=1)([O-])=O. Product: [NH2:1][C:4]1[CH:15]=[CH:14][C:7]([CH2:8][N:9]2[CH2:13][CH2:12][S:11][CH2:10]2)=[CH:6][CH:5]=1. The catalyst class is: 33. (2) Reactant: [OH-].[Na+].[Cl:3][C:4]1[CH:5]=[C:6]([C:14]2[O:18][N:17]=[C:16]([C:19]3[CH:24]=[N:23][CH:22]=[C:21]4[N:25]([CH2:28][CH2:29][C:30]([O:32]CC)=[O:31])[CH:26]=[CH:27][C:20]=34)[N:15]=2)[CH:7]=[CH:8][C:9]=1[O:10][CH:11]([CH3:13])[CH3:12]. Product: [Cl:3][C:4]1[CH:5]=[C:6]([C:14]2[O:18][N:17]=[C:16]([C:19]3[CH:24]=[N:23][CH:22]=[C:21]4[N:25]([CH2:28][CH2:29][C:30]([OH:32])=[O:31])[CH:26]=[CH:27][C:20]=34)[N:15]=2)[CH:7]=[CH:8][C:9]=1[O:10][CH:11]([CH3:13])[CH3:12]. The catalyst class is: 252. (3) Reactant: [N:1]([C:4]1[CH:14]=[CH:13][C:7]([C:8]([N:10]([CH3:12])[CH3:11])=[O:9])=[CH:6][N:5]=1)=[N+]=[N-].C(OCC)(=O)C. Product: [NH2:1][C:4]1[CH:14]=[CH:13][C:7]([C:8]([N:10]([CH3:12])[CH3:11])=[O:9])=[CH:6][N:5]=1. The catalyst class is: 43. (4) Reactant: ClCI.[Br:4][C:5]1[CH:6]=[C:7]([C:19]([OH:22])=[CH:20][N:21]=1)[C:8]([NH:10][CH2:11][C:12]1[CH:17]=[CH:16][C:15]([F:18])=[CH:14][CH:13]=1)=[O:9].[C:23]([O-])([O-])=O.[Cs+].[Cs+].O. Product: [Br:4][C:5]1[N:21]=[CH:20][C:19]2[O:22][CH2:23][N:10]([CH2:11][C:12]3[CH:13]=[CH:14][C:15]([F:18])=[CH:16][CH:17]=3)[C:8](=[O:9])[C:7]=2[CH:6]=1. The catalyst class is: 3. (5) Reactant: [CH:1]1[C:10]2[C:5](=[CH:6][C:7]([O:11][C:12]([CH3:18])([CH3:17])[C:13]([O:15][CH3:16])=[O:14])=[CH:8][CH:9]=2)[CH:4]=[CH:3][N:2]=1.[Br:19]Br. Product: [Br:19][C:6]1[C:7]([O:11][C:12]([CH3:18])([CH3:17])[C:13]([O:15][CH3:16])=[O:14])=[CH:8][CH:9]=[C:10]2[C:5]=1[CH:4]=[CH:3][N:2]=[CH:1]2. The catalyst class is: 4.